Task: Predict the reactants needed to synthesize the given product.. Dataset: Full USPTO retrosynthesis dataset with 1.9M reactions from patents (1976-2016) (1) Given the product [CH3:1][CH:13]1[CH2:12][CH2:11][CH2:10][N:9]([C:14]2[CH:19]=[CH:18][CH:17]=[CH:16][C:15]=2[OH:20])[C:8]1=[O:7], predict the reactants needed to synthesize it. The reactants are: [CH2:1]([N-]CC)C.[Li+].[O:7]=[C:8]1[CH2:13][CH2:12][CH2:11][CH2:10][N:9]1[C:14]1[CH:19]=[CH:18][CH:17]=[CH:16][C:15]=1[OH:20].IC.O. (2) Given the product [K+:23].[C:4]1(=[O:6])[N:12]([CH2:13][CH2:14][S:15]([O-:18])(=[O:17])=[O:16])[C:1](=[O:11])[C:2]2=[CH:10][CH:9]=[CH:8][CH:7]=[C:3]12, predict the reactants needed to synthesize it. The reactants are: [C:1]1(=[O:11])[O:6][C:4](=O)[C:3]2=[CH:7][CH:8]=[CH:9][CH:10]=[C:2]12.[NH2:12][CH2:13][CH2:14][S:15]([OH:18])(=[O:17])=[O:16].C([O-])(=O)C.[K+:23]. (3) Given the product [CH3:1][O:2][C:3]1[CH:4]=[CH:5][C:6]([CH2:10][CH2:11][CH2:12][S:13][CH3:14])=[C:7]([NH:8][C:15](=[O:16])[O:17][C:18]([CH3:21])([CH3:20])[CH3:19])[CH:9]=1, predict the reactants needed to synthesize it. The reactants are: [CH3:1][O:2][C:3]1[CH:4]=[CH:5][C:6]([CH2:10][CH2:11][CH2:12][S:13][CH3:14])=[C:7]([CH:9]=1)[NH2:8].[C:15](O[C:15]([O:17][C:18]([CH3:21])([CH3:20])[CH3:19])=[O:16])([O:17][C:18]([CH3:21])([CH3:20])[CH3:19])=[O:16]. (4) Given the product [OH:25][C@H:24]([C:26]1[CH:27]=[CH:28][C:29]([OH:37])=[C:30]([NH:32][S:33]([CH3:36])(=[O:35])=[O:34])[CH:31]=1)[CH2:23][NH:22][CH:5]1[CH2:6][CH2:7][N:8]([C:11]2[CH:12]=[CH:13][C:14]([CH2:17][CH2:18][C:19]([OH:21])=[O:20])=[CH:15][CH:16]=2)[CH2:9][CH2:10]1, predict the reactants needed to synthesize it. The reactants are: O1[C:5]2([CH2:10][CH2:9][N:8]([C:11]3[CH:16]=[CH:15][C:14](/[CH:17]=[CH:18]/[C:19]([OH:21])=[O:20])=[CH:13][CH:12]=3)[CH2:7][CH2:6]2)OCC1.[NH2:22][CH2:23][C@@H:24]([C:26]1[CH:27]=[CH:28][C:29]([OH:37])=[C:30]([NH:32][S:33]([CH3:36])(=[O:35])=[O:34])[CH:31]=1)[OH:25]. (5) Given the product [CH2:37]([O:36][C:34]([NH:33][CH2:32][CH2:31][CH2:30][C:29]([NH:60][CH:3]([C:4]1[C:12]2[C:7](=[CH:8][CH:9]=[CH:10][CH:11]=2)[NH:6][CH:5]=1)[C:16]([OH:19])=[O:17])=[O:44])=[O:35])[C:38]1[CH:39]=[CH:40][CH:41]=[CH:42][CH:43]=1, predict the reactants needed to synthesize it. The reactants are: N[C@H](C(O)=O)[CH2:3][C:4]1[C:12]2[C:7](=[CH:8][CH:9]=[CH:10][CH:11]=2)[NH:6][CH:5]=1.[C:16]([O-:19])(O)=[O:17].[Na+].O=C1CCC(=O)N1O[C:29](=[O:44])[CH2:30][CH2:31][CH2:32][NH:33][C:34]([O:36][CH2:37][C:38]1[CH:43]=[CH:42][CH:41]=[CH:40][CH:39]=1)=[O:35].C(O)(=O)CC(CC(O)=O)(C(O)=O)O.C(#[N:60])C.